This data is from Reaction yield outcomes from USPTO patents with 853,638 reactions. The task is: Predict the reaction yield, written as a fraction of the theoretical maximum amount of product (1.0 means a 100% yield; for example, 0.34 means a 34% yield). The reactants are [F:1][C:2]1[CH:3]=[C:4]([N+:10]([O-:12])=[O:11])[CH:5]=[C:6]([F:9])[C:7]=1F.[F:13][C:14]1[CH:19]=[CH:18][C:17]([OH:20])=[CH:16][CH:15]=1.C([O-])([O-])=O.[Cs+].[Cs+]. The catalyst is CN(C=O)C. The product is [F:13][C:14]1[CH:19]=[CH:18][C:17]([O:20][C:7]2[C:6]([F:9])=[CH:5][C:4]([N+:10]([O-:12])=[O:11])=[CH:3][C:2]=2[F:1])=[CH:16][CH:15]=1. The yield is 1.05.